This data is from Catalyst prediction with 721,799 reactions and 888 catalyst types from USPTO. The task is: Predict which catalyst facilitates the given reaction. (1) Reactant: C(N(CC)CC)C.[Cl:8][C:9]1[CH:22]=[C:21]2[C:12]([NH:13][C:14]3[CH2:15][CH2:16][CH2:17][CH2:18][C:19]=3[C:20]2=[O:23])=[CH:11][CH:10]=1.[S:24](O[S:24]([C:27]([F:30])([F:29])[F:28])(=[O:26])=[O:25])([C:27]([F:30])([F:29])[F:28])(=[O:26])=[O:25]. Product: [F:28][C:27]([F:30])([F:29])[S:24]([O:23][C:20]1[C:21]2[C:12]([N:13]=[C:14]3[C:19]=1[CH2:18][CH2:17][CH2:16][CH2:15]3)=[CH:11][CH:10]=[C:9]([Cl:8])[CH:22]=2)(=[O:26])=[O:25]. The catalyst class is: 2. (2) Reactant: [CH2:1]([O:4][C@H:5]1[C:13]2[C:8](=[CH:9][C:10]([O:14][CH3:15])=[CH:11][CH:12]=2)[C@@H:7]([NH:16][CH2:17][C@@H:18]([OH:30])[C@@H:19]([NH2:29])[CH2:20][C:21]2[CH:26]=[C:25](F)[CH:24]=[C:23](F)[CH:22]=2)[CH2:6]1)[CH:2]=[CH2:3].[CH2:31]([C@H:35]1[CH2:39][CH2:38][N:37]([C@@H:40]([CH2:44][CH:45]=[CH2:46])[C:41](O)=[O:42])[C:36]1=[O:47])[CH:32]([CH3:34])[CH3:33].C(Cl)CCl.C1C=CC2N(O)N=NC=2C=1.CCN(C(C)C)C(C)C. Product: [CH2:1]([O:4][C@H:5]1[C:13]2[C:8](=[CH:9][C:10]([O:14][CH3:15])=[CH:11][CH:12]=2)[C@@H:7]([NH:16][CH2:17][C@@H:18]([OH:30])[C@@H:19]([NH:29][C:41](=[O:42])[C@@H:40]([N:37]2[CH2:38][CH2:39][C@H:35]([CH2:31][CH:32]([CH3:34])[CH3:33])[C:36]2=[O:47])[CH2:44][CH:45]=[CH2:46])[CH2:20][C:21]2[CH:26]=[CH:25][CH:24]=[CH:23][CH:22]=2)[CH2:6]1)[CH:2]=[CH2:3]. The catalyst class is: 3. (3) Reactant: [Br:1][C:2]1[C:3]([O:17][C:18]2[CH:23]=[CH:22][C:21]([N+:24]([O-:26])=[O:25])=[CH:20][C:19]=2[F:27])=[CH:4][C:5]2[C:9]([CH:10]=1)=[N:8][N:7](C1CCCCO1)[CH:6]=2.CO.CS(O)(=O)=O.[OH-].[Na+]. Product: [Br:1][C:2]1[CH:10]=[C:9]2[C:5]([CH:6]=[N:7][NH:8]2)=[CH:4][C:3]=1[O:17][C:18]1[CH:23]=[CH:22][C:21]([N+:24]([O-:26])=[O:25])=[CH:20][C:19]=1[F:27]. The catalyst class is: 34. (4) Reactant: [CH3:1][C:2]1([CH3:32])[O:6][C@H:5]([CH2:7][O:8][C:9]2[CH:14]=[CH:13][C:12]([C:15]([C:20]3[CH:25]=[CH:24][C:23]([CH2:26][C:27]([OH:29])=[O:28])=[C:22]([CH3:30])[CH:21]=3)([CH2:18][CH3:19])[CH2:16][CH3:17])=[CH:11][C:10]=2[CH3:31])[CH2:4][O:3]1.[CH3:33][C:34](O)([CH3:36])[CH3:35].C1CCC(N=C=NC2CCCCC2)CC1.O. Product: [C:34]([O:28][C:27](=[O:29])[CH2:26][C:23]1[CH:24]=[CH:25][C:20]([C:15]([C:12]2[CH:13]=[CH:14][C:9]([O:8][CH2:7][C@@H:5]3[CH2:4][O:3][C:2]([CH3:1])([CH3:32])[O:6]3)=[C:10]([CH3:31])[CH:11]=2)([CH2:18][CH3:19])[CH2:16][CH3:17])=[CH:21][C:22]=1[CH3:30])([CH3:36])([CH3:35])[CH3:33]. The catalyst class is: 64.